Task: Predict the reactants needed to synthesize the given product.. Dataset: Full USPTO retrosynthesis dataset with 1.9M reactions from patents (1976-2016) Given the product [ClH:79].[CH3:1][O:2][C:3](=[O:15])[NH:4][C@H:5]1[CH2:13][C:12]2[C:7](=[CH:8][CH:9]=[C:10]([NH2:29])[CH:11]=2)[CH2:6]1, predict the reactants needed to synthesize it. The reactants are: [CH3:1][O:2][C:3](=[O:15])[NH:4][C@H:5]1[CH2:13][C:12]2[C:7](=[CH:8][CH:9]=[C:10](Br)[CH:11]=2)[CH2:6]1.C(=[NH:29])(C1C=CC=CC=1)C1C=CC=CC=1.C1(P(C2C=CC=CC=2)C2C=CC3C(=CC=CC=3)C=2C2C3C(=CC=CC=3)C=CC=2P(C2C=CC=CC=2)C2C=CC=CC=2)C=CC=CC=1.C[O-].[Na+].[ClH:79].